Dataset: Full USPTO retrosynthesis dataset with 1.9M reactions from patents (1976-2016). Task: Predict the reactants needed to synthesize the given product. (1) Given the product [Br:37][C:38]1[CH:43]=[CH:42][C:41]([CH2:44][NH:45][C:56]([C:54]2[O:53][N:52]=[C:51]([C:47]([CH3:50])([CH3:49])[CH3:48])[N:55]=2)=[O:57])=[C:40]([CH3:46])[CH:39]=1, predict the reactants needed to synthesize it. The reactants are: CN1C=C(C2NC3=NC=CC(C4C=CC(C5(NC(C6OC(C(C)(C)C)=NN=6)=O)CC5)=CC=4)=C3N=2)C=N1.[Br:37][C:38]1[CH:43]=[CH:42][C:41]([CH2:44][NH2:45])=[C:40]([CH3:46])[CH:39]=1.[C:47]([C:51]1[N:55]=[C:54]([C:56](O)=[O:57])[O:53][N:52]=1)([CH3:50])([CH3:49])[CH3:48].CCCP(=O)=O.CN(C=O)C.CCN(C(C)C)C(C)C.C(Cl)Cl. (2) Given the product [CH2:38]([C@H:11]([C:12]([O:14][C:15]([CH3:16])([CH3:18])[CH3:17])=[O:13])[CH2:10][C@H:9]([NH:8][C:1]([O:3][C:4]([CH3:7])([CH3:6])[CH3:5])=[O:2])[C:19]([O:21][C:22]([CH3:25])([CH3:24])[CH3:23])=[O:20])[CH:37]=[CH2:36], predict the reactants needed to synthesize it. The reactants are: [C:1]([NH:8][C@H:9]([C:19]([O:21][C:22]([CH3:25])([CH3:24])[CH3:23])=[O:20])[CH2:10][CH2:11][C:12]([O:14][C:15]([CH3:18])([CH3:17])[CH3:16])=[O:13])([O:3][C:4]([CH3:7])([CH3:6])[CH3:5])=[O:2].C[Si]([N-][Si](C)(C)C)(C)C.[Li+].[CH2:36](Br)[CH:37]=[CH2:38]. (3) Given the product [CH2:1]([O:3][C:4](=[O:18])[CH:5]([O:15][CH2:16][CH3:17])[CH2:6][C:7]1[CH:12]=[CH:11][C:10]([O:13][CH2:33][C:29]2[S:28][C:27]([C:23]3[CH:24]=[CH:25][CH:26]=[C:21]([O:20][CH3:19])[CH:22]=3)=[N:31][C:30]=2[CH3:32])=[CH:9][C:8]=1[CH3:14])[CH3:2], predict the reactants needed to synthesize it. The reactants are: [CH2:1]([O:3][C:4](=[O:18])[CH:5]([O:15][CH2:16][CH3:17])[CH2:6][C:7]1[CH:12]=[CH:11][C:10]([OH:13])=[CH:9][C:8]=1[CH3:14])[CH3:2].[CH3:19][O:20][C:21]1[CH:22]=[C:23]([C:27]2[S:28][C:29]([CH2:33]O)=[C:30]([CH3:32])[N:31]=2)[CH:24]=[CH:25][CH:26]=1.COC1C=C(C=CC=1)C(N)=S.ClC(C(C)=O)C(OCC)=O.C1(P(C2C=CC=CC=2)C2C=CC=CC=2)C=CC=CC=1.N(C(OC(C)(C)C)=O)=NC(OC(C)(C)C)=O. (4) The reactants are: [N:1]([CH2:4][C@@H:5]([C:14]1[CH:23]=[CH:22][C:21]([O:24]CC2C=CC=CC=2)=[C:20]2[C:15]=1[CH:16]=[CH:17][C:18](=[O:32])[NH:19]2)[O:6][Si:7]([C:10]([CH3:13])([CH3:12])[CH3:11])([CH3:9])[CH3:8])=[N+]=[N-].CC1CC=CCC=1. Given the product [NH2:1][CH2:4][C@@H:5]([C:14]1[CH:23]=[CH:22][C:21]([OH:24])=[C:20]2[C:15]=1[CH:16]=[CH:17][C:18](=[O:32])[NH:19]2)[O:6][Si:7]([C:10]([CH3:13])([CH3:12])[CH3:11])([CH3:9])[CH3:8], predict the reactants needed to synthesize it. (5) Given the product [C:1]([N:5]1[C:9]([C:10]2[CH:15]=[CH:14][C:13]([F:16])=[CH:12][CH:11]=2)=[CH:8][C:7]([CH2:17][CH2:18][CH2:19][N:32]2[CH2:33][CH2:34][N:29]([C:23]3[CH:24]=[CH:25][C:26]([CH3:28])=[CH:27][C:22]=3[CH3:21])[CH2:30][CH2:31]2)=[N:6]1)([CH3:4])([CH3:3])[CH3:2], predict the reactants needed to synthesize it. The reactants are: [C:1]([N:5]1[C:9]([C:10]2[CH:15]=[CH:14][C:13]([F:16])=[CH:12][CH:11]=2)=[CH:8][C:7]([CH2:17][CH2:18][CH:19]=O)=[N:6]1)([CH3:4])([CH3:3])[CH3:2].[CH3:21][C:22]1[CH:27]=[C:26]([CH3:28])[CH:25]=[CH:24][C:23]=1[N:29]1[CH2:34][CH2:33][NH:32][CH2:31][CH2:30]1.CCN(C(C)C)C(C)C.[BH-](OC(C)=O)(OC(C)=O)OC(C)=O.[Na+].